This data is from Peptide-MHC class I binding affinity with 185,985 pairs from IEDB/IMGT. The task is: Regression. Given a peptide amino acid sequence and an MHC pseudo amino acid sequence, predict their binding affinity value. This is MHC class I binding data. (1) The peptide sequence is GTPFPTLYY. The MHC is HLA-B58:01 with pseudo-sequence HLA-B58:01. The binding affinity (normalized) is 0.213. (2) The peptide sequence is RTLGSFTWF. The MHC is HLA-B58:01 with pseudo-sequence HLA-B58:01. The binding affinity (normalized) is 0.757. (3) The peptide sequence is WLKEKHEEL. The MHC is HLA-A30:01 with pseudo-sequence HLA-A30:01. The binding affinity (normalized) is 0.0847. (4) The peptide sequence is RPRPRTPEW. The MHC is HLA-A66:01 with pseudo-sequence HLA-A66:01. The binding affinity (normalized) is 0.213. (5) The peptide sequence is KYKLKHIVW. The MHC is HLA-B15:01 with pseudo-sequence HLA-B15:01. The binding affinity (normalized) is 0. (6) The peptide sequence is MSAIVSCRY. The MHC is HLA-B15:01 with pseudo-sequence HLA-B15:01. The binding affinity (normalized) is 0.635. (7) The peptide sequence is MLSSFGWIY. The MHC is HLA-A02:06 with pseudo-sequence HLA-A02:06. The binding affinity (normalized) is 0.0847.